This data is from Forward reaction prediction with 1.9M reactions from USPTO patents (1976-2016). The task is: Predict the product of the given reaction. (1) Given the reactants [CH3:1][O:2][C:3]1[CH:4]=[C:5]([CH2:13][CH2:14][C:15](Cl)=[O:16])[CH:6]=[CH:7][C:8]=1[O:9][CH2:10][C:11]#[CH:12].[C:18]([C:22]1[CH:29]=[CH:28][C:25]([CH2:26][NH2:27])=[CH:24][CH:23]=1)([CH3:21])([CH3:20])[CH3:19], predict the reaction product. The product is: [C:18]([C:22]1[CH:23]=[CH:24][C:25]([CH2:26][NH:27][C:15](=[O:16])[CH2:14][CH2:13][C:5]2[CH:6]=[CH:7][C:8]([O:9][CH2:10][C:11]#[CH:12])=[C:3]([O:2][CH3:1])[CH:4]=2)=[CH:28][CH:29]=1)([CH3:21])([CH3:19])[CH3:20]. (2) The product is: [ClH:1].[OH:2][C@H:3]([C:24]1[CH:33]=[CH:32][C:27]2[C:28](=[O:31])[O:29][CH2:30][C:26]=2[C:25]=1[CH3:34])[CH2:4][N:55]1[CH2:56][CH2:57][C:49]2([CH2:48][N:47]([C:44]3[CH:45]=[N:46][C:41]([N:36]4[CH:40]=[N:39][N:38]=[N:37]4)=[CH:42][CH:43]=3)[C:51](=[O:52])[CH2:50]2)[CH2:53][CH2:54]1. Given the reactants [ClH:1].[OH:2][C@H:3]([C:24]1[CH:33]=[CH:32][C:27]2[C:28](=[O:31])[O:29][CH2:30][C:26]=2[C:25]=1[CH3:34])[CH2:4]N1CCC2(CN(C3SC(S(C)(=O)=O)=NN=3)CC2)CC1.Cl.[N:36]1([C:41]2[N:46]=[CH:45][C:44]([N:47]3[C:51](=[O:52])[CH2:50][C:49]4([CH2:57][CH2:56][NH:55][CH2:54][CH2:53]4)[CH2:48]3)=[CH:43][CH:42]=2)[CH:40]=[N:39][N:38]=[N:37]1.CC1C([C@@H]2CO2)=CC=C2C=1COC2=O, predict the reaction product. (3) Given the reactants [Cl:1][C:2]1[CH:7]=[CH:6][C:5]([NH:8][C:9]([CH:11]2[CH2:16][N:15]([C:17](=[O:29])[C:18]3[CH:23]=[CH:22][CH:21]=[C:20]([C:24]4[O:25][CH:26]=[CH:27][CH:28]=4)[CH:19]=3)[CH2:14][CH2:13][NH:12]2)=[O:10])=[CH:4][CH:3]=1.C=O.[C:32]([BH3-])#N.[Na+], predict the reaction product. The product is: [Cl:1][C:2]1[CH:7]=[CH:6][C:5]([NH:8][C:9]([CH:11]2[CH2:16][N:15]([C:17](=[O:29])[C:18]3[CH:23]=[CH:22][CH:21]=[C:20]([C:24]4[O:25][CH:26]=[CH:27][CH:28]=4)[CH:19]=3)[CH2:14][CH2:13][N:12]2[CH3:32])=[O:10])=[CH:4][CH:3]=1. (4) Given the reactants [F:1][C:2]1[CH:22]=[CH:21][C:5]([C:6]([CH:8]2[CH2:13][CH2:12][N:11]([C:14]([O:16][C:17]([CH3:20])([CH3:19])[CH3:18])=[O:15])[CH2:10][CH2:9]2)=[O:7])=[CH:4][CH:3]=1.[BH4-].[Na+], predict the reaction product. The product is: [F:1][C:2]1[CH:3]=[CH:4][C:5]([CH:6]([OH:7])[CH:8]2[CH2:9][CH2:10][N:11]([C:14]([O:16][C:17]([CH3:19])([CH3:18])[CH3:20])=[O:15])[CH2:12][CH2:13]2)=[CH:21][CH:22]=1. (5) Given the reactants [CH3:1][O:2][C:3]([C:5]1[S:12][C:11]2[C:10]([C:13]3[CH2:18][CH2:17][CH2:16][CH2:15][CH:14]=3)=[C:9]([C:19]3[CH:20]=[C:21]4[C:26](=[CH:27][CH:28]=3)[N:25]=[C:24]([C:29]3[CH:34]=[CH:33][CH:32]=[CH:31][C:30]=3[F:35])[CH:23]=[CH:22]4)[NH:8][C:7]=2[CH:6]=1)=[O:4].C([SiH](CC)CC)C.C(O)(C(F)(F)F)=O, predict the reaction product. The product is: [CH3:1][O:2][C:3]([C:5]1[S:12][C:11]2[C:10]([CH:13]3[CH2:14][CH2:15][CH2:16][CH2:17][CH2:18]3)=[C:9]([C:19]3[CH:20]=[C:21]4[C:26](=[CH:27][CH:28]=3)[N:25]=[C:24]([C:29]3[CH:34]=[CH:33][CH:32]=[CH:31][C:30]=3[F:35])[CH:23]=[CH:22]4)[NH:8][C:7]=2[CH:6]=1)=[O:4]. (6) The product is: [OH:29][C:24]1[CH:23]=[C:22]([CH:27]=[CH:26][C:25]=1[OH:28])[CH2:21][NH:20][C:12]1[C:13]2[C:18]([CH3:19])=[N:17][CH:16]=[N:15][C:14]=2[N:9]([OH:8])[C:10](=[O:30])[CH:11]=1. Given the reactants C([O:8][N:9]1[C:14]2[N:15]=[CH:16][N:17]=[C:18]([CH3:19])[C:13]=2[C:12]([NH:20][CH2:21][C:22]2[CH:27]=[CH:26][C:25]([OH:28])=[C:24]([OH:29])[CH:23]=2)=[CH:11][C:10]1=[O:30])C1C=CC=CC=1.CO.[H][H], predict the reaction product. (7) Given the reactants [C:1](Cl)(=O)[C:2]([Cl:4])=[O:3].[Br:7][C:8]1[CH:9]=C([CH:14]=[CH:15][C:16]=1[C:17]#[N:18])C(O)=O, predict the reaction product. The product is: [Br:7][C:8]1[CH:9]=[C:1]([CH:14]=[CH:15][C:16]=1[C:17]#[N:18])[C:2]([Cl:4])=[O:3]. (8) Given the reactants [CH2:1]([O:3][C:4](=[O:23])[CH:5]=[CH:6][CH2:7][CH2:8][NH:9][C:10]([C:12]1[NH:13][C:14]2[C:19]([C:20]=1[I:21])=[CH:18][C:17]([F:22])=[CH:16][CH:15]=2)=[O:11])[CH3:2].[C:24](O[C:24]([O:26][C:27]([CH3:30])([CH3:29])[CH3:28])=[O:25])([O:26][C:27]([CH3:30])([CH3:29])[CH3:28])=[O:25], predict the reaction product. The product is: [C:27]([O:26][C:24]([N:13]1[C:14]2[C:19](=[CH:18][C:17]([F:22])=[CH:16][CH:15]=2)[C:20]([I:21])=[C:12]1[C:10]([N:9]([C:24]([O:26][C:27]([CH3:30])([CH3:29])[CH3:28])=[O:25])[CH2:8][CH2:7][CH:6]=[CH:5][C:4]([O:3][CH2:1][CH3:2])=[O:23])=[O:11])=[O:25])([CH3:30])([CH3:29])[CH3:28].